Dataset: NCI-60 drug combinations with 297,098 pairs across 59 cell lines. Task: Regression. Given two drug SMILES strings and cell line genomic features, predict the synergy score measuring deviation from expected non-interaction effect. (1) Drug 1: C1C(C(OC1N2C=NC3=C(N=C(N=C32)Cl)N)CO)O. Drug 2: CN(C(=O)NC(C=O)C(C(C(CO)O)O)O)N=O. Cell line: HL-60(TB). Synergy scores: CSS=52.2, Synergy_ZIP=0.936, Synergy_Bliss=-0.240, Synergy_Loewe=-40.1, Synergy_HSA=0.932. (2) Drug 1: CC1=C2C(C(=O)C3(C(CC4C(C3C(C(C2(C)C)(CC1OC(=O)C(C(C5=CC=CC=C5)NC(=O)C6=CC=CC=C6)O)O)OC(=O)C7=CC=CC=C7)(CO4)OC(=O)C)O)C)OC(=O)C. Drug 2: N.N.Cl[Pt+2]Cl. Cell line: RPMI-8226. Synergy scores: CSS=85.9, Synergy_ZIP=-0.315, Synergy_Bliss=-1.32, Synergy_Loewe=0.928, Synergy_HSA=2.49. (3) Drug 1: CNC(=O)C1=CC=CC=C1SC2=CC3=C(C=C2)C(=NN3)C=CC4=CC=CC=N4. Drug 2: CC1C(C(=O)NC(C(=O)N2CCCC2C(=O)N(CC(=O)N(C(C(=O)O1)C(C)C)C)C)C(C)C)NC(=O)C3=C4C(=C(C=C3)C)OC5=C(C(=O)C(=C(C5=N4)C(=O)NC6C(OC(=O)C(N(C(=O)CN(C(=O)C7CCCN7C(=O)C(NC6=O)C(C)C)C)C)C(C)C)C)N)C. Cell line: 786-0. Synergy scores: CSS=36.7, Synergy_ZIP=19.6, Synergy_Bliss=24.6, Synergy_Loewe=21.6, Synergy_HSA=24.0. (4) Drug 1: CS(=O)(=O)CCNCC1=CC=C(O1)C2=CC3=C(C=C2)N=CN=C3NC4=CC(=C(C=C4)OCC5=CC(=CC=C5)F)Cl. Drug 2: CC1C(C(CC(O1)OC2CC(OC(C2O)C)OC3=CC4=CC5=C(C(=O)C(C(C5)C(C(=O)C(C(C)O)O)OC)OC6CC(C(C(O6)C)O)OC7CC(C(C(O7)C)O)OC8CC(C(C(O8)C)O)(C)O)C(=C4C(=C3C)O)O)O)O. Cell line: T-47D. Synergy scores: CSS=49.8, Synergy_ZIP=0.383, Synergy_Bliss=3.89, Synergy_Loewe=-5.81, Synergy_HSA=1.04. (5) Drug 1: CC1=C2C(C(=O)C3(C(CC4C(C3C(C(C2(C)C)(CC1OC(=O)C(C(C5=CC=CC=C5)NC(=O)OC(C)(C)C)O)O)OC(=O)C6=CC=CC=C6)(CO4)OC(=O)C)OC)C)OC. Drug 2: CC1CCCC2(C(O2)CC(NC(=O)CC(C(C(=O)C(C1O)C)(C)C)O)C(=CC3=CSC(=N3)C)C)C. Cell line: NCI/ADR-RES. Synergy scores: CSS=9.43, Synergy_ZIP=0.833, Synergy_Bliss=2.82, Synergy_Loewe=1.61, Synergy_HSA=1.32. (6) Drug 1: C1=C(C(=O)NC(=O)N1)F. Drug 2: COC1=NC(=NC2=C1N=CN2C3C(C(C(O3)CO)O)O)N. Cell line: CAKI-1. Synergy scores: CSS=33.0, Synergy_ZIP=-1.19, Synergy_Bliss=-2.11, Synergy_Loewe=-3.93, Synergy_HSA=0.0794. (7) Drug 2: CC1=C(C(=CC=C1)Cl)NC(=O)C2=CN=C(S2)NC3=CC(=NC(=N3)C)N4CCN(CC4)CCO. Cell line: IGROV1. Synergy scores: CSS=29.8, Synergy_ZIP=2.10, Synergy_Bliss=8.93, Synergy_Loewe=-27.5, Synergy_HSA=8.25. Drug 1: C1CN1P(=S)(N2CC2)N3CC3. (8) Drug 1: CC1C(C(CC(O1)OC2CC(CC3=C2C(=C4C(=C3O)C(=O)C5=C(C4=O)C(=CC=C5)OC)O)(C(=O)C)O)N)O.Cl. Drug 2: CC1C(C(CC(O1)OC2CC(CC3=C2C(=C4C(=C3O)C(=O)C5=CC=CC=C5C4=O)O)(C(=O)C)O)N)O. Cell line: LOX IMVI. Synergy scores: CSS=50.5, Synergy_ZIP=-1.92, Synergy_Bliss=3.50, Synergy_Loewe=1.29, Synergy_HSA=6.22. (9) Drug 1: CC1C(C(CC(O1)OC2CC(CC3=C2C(=C4C(=C3O)C(=O)C5=C(C4=O)C(=CC=C5)OC)O)(C(=O)C)O)N)O.Cl. Drug 2: CC(C1=C(C=CC(=C1Cl)F)Cl)OC2=C(N=CC(=C2)C3=CN(N=C3)C4CCNCC4)N. Cell line: BT-549. Synergy scores: CSS=-0.413, Synergy_ZIP=-4.76, Synergy_Bliss=-2.07, Synergy_Loewe=-24.1, Synergy_HSA=-5.86. (10) Drug 1: CC1OCC2C(O1)C(C(C(O2)OC3C4COC(=O)C4C(C5=CC6=C(C=C35)OCO6)C7=CC(=C(C(=C7)OC)O)OC)O)O. Drug 2: CC1=C2C(C(=O)C3(C(CC4C(C3C(C(C2(C)C)(CC1OC(=O)C(C(C5=CC=CC=C5)NC(=O)OC(C)(C)C)O)O)OC(=O)C6=CC=CC=C6)(CO4)OC(=O)C)O)C)O. Cell line: A498. Synergy scores: CSS=29.7, Synergy_ZIP=-8.79, Synergy_Bliss=-5.91, Synergy_Loewe=-2.92, Synergy_HSA=-1.16.